This data is from Forward reaction prediction with 1.9M reactions from USPTO patents (1976-2016). The task is: Predict the product of the given reaction. Given the reactants CN(C(ON1N=NC2C=CC=NC1=2)=[N+](C)C)C.F[P-](F)(F)(F)(F)F.[NH2:25][C:26]1[C:27]([C:36]([OH:38])=O)=[CH:28][C:29]2[C:34]([CH:35]=1)=[CH:33][CH:32]=[CH:31][CH:30]=2.Cl.[CH3:40][C:41]([O:44][CH2:45][C@@H:46]([C:48]([O:50][CH3:51])=[O:49])[NH2:47])([CH3:43])[CH3:42].C(N(C(C)C)CC)(C)C, predict the reaction product. The product is: [NH2:25][C:26]1[C:27]([C:36]([NH:47][C@H:46]([C:48]([O:50][CH3:51])=[O:49])[CH2:45][O:44][C:41]([CH3:43])([CH3:42])[CH3:40])=[O:38])=[CH:28][C:29]2[C:34]([CH:35]=1)=[CH:33][CH:32]=[CH:31][CH:30]=2.